This data is from Full USPTO retrosynthesis dataset with 1.9M reactions from patents (1976-2016). The task is: Predict the reactants needed to synthesize the given product. (1) Given the product [CH2:22]([O:21][C:18]1[CH:17]=[CH:16][C:15]([N:14]2[C:13]3[CH:29]=[CH:30][CH:31]=[CH:32][C:12]=3[N:11]=[C:10]2[C:7]2[CH:6]=[CH:5][C:4]([C:3]([OH:33])=[O:2])=[CH:9][CH:8]=2)=[CH:20][CH:19]=1)[C:23]1[CH:24]=[CH:25][CH:26]=[CH:27][CH:28]=1, predict the reactants needed to synthesize it. The reactants are: C[O:2][C:3](=[O:33])[C:4]1[CH:9]=[CH:8][C:7]([C:10]2[N:14]([C:15]3[CH:20]=[CH:19][C:18]([O:21][CH2:22][C:23]4[CH:28]=[CH:27][CH:26]=[CH:25][CH:24]=4)=[CH:17][CH:16]=3)[C:13]3[CH:29]=[CH:30][CH:31]=[CH:32][C:12]=3[N:11]=2)=[CH:6][CH:5]=1.[OH-].[Na+].Cl. (2) Given the product [CH3:4][N:5]1[CH2:21][C:22]2[C:23](=[CH:28][CH:29]=[C:30]([N+:32]([O-:34])=[O:33])[CH:31]=2)[C:24]1=[O:25], predict the reactants needed to synthesize it. The reactants are: CC(N=NC(C#N)(C)C)([C:4]#[N:5])C.C1C(=O)N(Br)C(=O)C1.[CH3:21][C:22]1[CH:31]=[C:30]([N+:32]([O-:34])=[O:33])[CH:29]=[CH:28][C:23]=1[C:24](OC)=[O:25]. (3) Given the product [CH2:1]([N:8]1[CH2:20][C@@H:19]2[C@H:10]([N:11]([C:36]([NH:35][C:29]3[CH:34]=[CH:33][CH:32]=[CH:31][CH:30]=3)=[O:37])[CH2:12][C:13]3[C:14]([CH3:21])=[CH:15][CH:16]=[CH:17][C:18]=32)[CH2:9]1)[C:2]1[CH:3]=[CH:4][CH:5]=[CH:6][CH:7]=1, predict the reactants needed to synthesize it. The reactants are: [CH2:1]([N:8]1[CH2:20][C@@H:19]2[C@H:10]([NH:11][CH2:12][C:13]3[C:14]([CH3:21])=[CH:15][CH:16]=[CH:17][C:18]=32)[CH2:9]1)[C:2]1[CH:7]=[CH:6][CH:5]=[CH:4][CH:3]=1.C(N(CC)CC)C.[C:29]1([N:35]=[C:36]=[O:37])[CH:34]=[CH:33][CH:32]=[CH:31][CH:30]=1. (4) Given the product [CH2:1]([O:8][C:9]1[C:13]([C:14]([O:16][CH3:17])=[O:15])=[N:12][N:11]([CH2:30][CH2:29][Br:28])[C:10]=1[C:18]([O:20][CH3:21])=[O:19])[C:2]1[CH:7]=[CH:6][CH:5]=[CH:4][CH:3]=1, predict the reactants needed to synthesize it. The reactants are: [CH2:1]([O:8][C:9]1[C:10]([C:18]([O:20][CH3:21])=[O:19])=[N:11][NH:12][C:13]=1[C:14]([O:16][CH3:17])=[O:15])[C:2]1[CH:7]=[CH:6][CH:5]=[CH:4][CH:3]=1.C([O-])([O-])=O.[Cs+].[Cs+].[Br:28][CH:29](Br)[CH3:30]. (5) Given the product [N:14]([CH2:11][CH:9]1[O:10][C@@H:5]2[C@@H:6]([O:7][C@H:3]([CH2:2][OH:1])[C@H:4]2[OH:13])[CH2:8]1)=[N+:15]=[N-:16], predict the reactants needed to synthesize it. The reactants are: [OH:1][CH2:2][C@H:3]1[O:7][C@H:6]2[CH2:8][CH:9]([CH2:11]I)[O:10][C@H:5]2[C@@H:4]1[OH:13].[N-:14]=[N+:15]=[N-:16].C([N+](CCCC)(CCCC)CCCC)CCC. (6) Given the product [C:1]1([C@H:7]([CH3:11])[C:8]([O:10][CH2:17][CH3:18])=[O:9])[CH:6]=[CH:5][CH:4]=[CH:3][CH:2]=1, predict the reactants needed to synthesize it. The reactants are: [C:1]1([C@H:7]([CH3:11])[C:8]([OH:10])=[O:9])[CH:6]=[CH:5][CH:4]=[CH:3][CH:2]=1.C(=O)(O)[O-].[Na+].[CH2:17](O)[CH3:18]. (7) Given the product [CH3:1][O:2][C:3]1[CH:4]=[CH:5][C:6]([C:9]2[NH:13][C:12]([C@@H:14]3[CH2:18][CH2:17][CH2:16][NH:15]3)=[N:11][CH:10]=2)=[CH:7][CH:8]=1, predict the reactants needed to synthesize it. The reactants are: [CH3:1][O:2][C:3]1[CH:8]=[CH:7][C:6]([C:9]2[NH:13][C:12]([C@@H:14]3[CH2:18][CH2:17][CH2:16][N:15]3C(OC(C)(C)C)=O)=[N:11][CH:10]=2)=[CH:5][CH:4]=1.